From a dataset of Reaction yield outcomes from USPTO patents with 853,638 reactions. Predict the reaction yield, written as a fraction of the theoretical maximum amount of product (1.0 means a 100% yield; for example, 0.34 means a 34% yield). (1) The reactants are FC(F)(F)S(O[C:7]1[CH:12]=[CH:11][C:10]([CH:13]([CH3:15])[CH3:14])=[CH:9][C:8]=1[CH:16]=[O:17])(=O)=O.[CH:20]([C:23]1[CH:24]=[C:25]2[C:30](=[CH:31][CH:32]=1)[CH:29]=[C:28](B(O)O)[CH:27]=[CH:26]2)([CH3:22])[CH3:21].C(=O)([O-])[O-].[Na+].[Na+]. The catalyst is C(COC)OC. The product is [CH:13]([C:10]1[CH:11]=[CH:12][C:7]([C:28]2[CH:27]=[CH:26][C:25]3[C:30](=[CH:31][CH:32]=[C:23]([CH:20]([CH3:22])[CH3:21])[CH:24]=3)[CH:29]=2)=[C:8]([CH:9]=1)[CH:16]=[O:17])([CH3:15])[CH3:14]. The yield is 0.700. (2) The reactants are Br[C:2]1[CH:7]=[CH:6][CH:5]=[CH:4][C:3]=1[O:8][CH3:9].[Mg].[C:11]([P:15](Cl)[C:16]([CH3:19])([CH3:18])[CH3:17])([CH3:14])([CH3:13])[CH3:12].C1(C)C=CC=CC=1. The catalyst is O1CCCC1.[Cu](Cl)Cl.O. The product is [C:11]([P:15]([C:16]([CH3:19])([CH3:18])[CH3:17])[C:2]1[CH:7]=[CH:6][CH:5]=[CH:4][C:3]=1[O:8][CH3:9])([CH3:14])([CH3:13])[CH3:12]. The yield is 0.897.